Dataset: Full USPTO retrosynthesis dataset with 1.9M reactions from patents (1976-2016). Task: Predict the reactants needed to synthesize the given product. (1) Given the product [Br:32][C:33]1[C:34]2[N:35]([C:47](=[O:62])[N:48]([CH2:50][C:51]3[CH:52]=[N:53][C:54]([C:57]([F:60])([F:59])[F:58])=[CH:55][CH:56]=3)[N:49]=2)[C:36]([CH3:46])=[CH:37][C:38]=1[C:39]1[CH:44]=[CH:43][C:42]([Cl:45])=[CH:41][CH:40]=1, predict the reactants needed to synthesize it. The reactants are: BrC1C2N(C(=O)NN=2)C(C)=CC=1C1C=CC(Cl)=CC=1.ClCC1C=CC(C(F)(F)F)=NC=1.[Br:32][C:33]1[C:34]2[N:35]([C:47](=[O:62])[N:48]([CH2:50][C:51]3[C:52](C)=[N:53][C:54]([C:57]([F:60])([F:59])[F:58])=[CH:55][CH:56]=3)[N:49]=2)[C:36]([CH3:46])=[CH:37][C:38]=1[C:39]1[CH:44]=[CH:43][C:42]([Cl:45])=[CH:41][CH:40]=1. (2) Given the product [C:23]([C:20]1([CH2:19][CH2:18][CH2:17][CH2:16][C:15](=[O:30])[CH2:14][CH2:13][CH2:12][CH2:11][C:8]2([C:6]([OH:7])=[O:5])[CH2:9][CH2:10]2)[CH2:22][CH2:21]1)([OH:25])=[O:24], predict the reactants needed to synthesize it. The reactants are: C([O:5][C:6]([C:8]1([CH2:11][CH2:12][CH2:13][CH2:14][C:15](=[O:30])[CH2:16][CH2:17][CH2:18][CH2:19][C:20]2([C:23]([O:25]C(C)(C)C)=[O:24])[CH2:22][CH2:21]2)[CH2:10][CH2:9]1)=[O:7])(C)(C)C. (3) The reactants are: [F:1][CH2:2][C@@H:3]1[CH2:7][C@@H:6]([OH:8])[CH2:5][N:4]1[C:9]([O:11][CH2:12][C:13]1[CH:18]=[CH:17][CH:16]=[CH:15][CH:14]=1)=[O:10].[CH3:19]I.[H-].[Na+]. Given the product [F:1][CH2:2][C@@H:3]1[CH2:7][C@@H:6]([O:8][CH3:19])[CH2:5][N:4]1[C:9]([O:11][CH2:12][C:13]1[CH:18]=[CH:17][CH:16]=[CH:15][CH:14]=1)=[O:10], predict the reactants needed to synthesize it. (4) Given the product [NH2:1][C@@H:2]([C:10]([OH:12])=[O:11])[CH2:3][CH2:4][CH2:5][NH:6][C:7](=[NH:8])[NH2:9], predict the reactants needed to synthesize it. The reactants are: [NH2:1][C@H:2]([C:10]([OH:12])=[O:11])[CH2:3][CH2:4][CH2:5][NH:6][C:7](=[NH:9])[NH2:8].CC1N=CC(COP(O)(O)=O)=C(C=O)C=1O.C(O)C(N)(CO)CO.Cl.Cl(O)(=O)(=O)=O. (5) Given the product [ClH:29].[CH2:21]([N:16]1[C:15]2[CH:14]=[CH:13][CH:12]=[C:11]([CH2:10][CH2:9][NH:7][CH3:6])[C:19]=2[NH:18][C:17]1=[O:20])[C:22]1[CH:23]=[CH:24][CH:25]=[CH:26][CH:27]=1, predict the reactants needed to synthesize it. The reactants are: C(O[C:6](=O)[N:7]([CH2:9][CH2:10][C:11]1[C:19]2[NH:18][C:17](=[O:20])[N:16]([CH2:21][C:22]3[CH:27]=[CH:26][CH:25]=[CH:24][CH:23]=3)[C:15]=2[CH:14]=[CH:13][CH:12]=1)C)(C)(C)C.[ClH:29].CCO.C(OCC)C. (6) Given the product [CH3:28][NH:13][C:10]1[CH:11]=[CH:12][C:7]([O:6][C:5]2[CH:17]=[CH:18][C:19]([N+:21]([O-:23])=[O:22])=[CH:20][C:4]=2[CH3:3])=[CH:8][C:9]=1[N+:14]([O-:16])=[O:15], predict the reactants needed to synthesize it. The reactants are: [OH-].[Na+].[CH3:3][C:4]1[CH:20]=[C:19]([N+:21]([O-:23])=[O:22])[CH:18]=[CH:17][C:5]=1[O:6][C:7]1[CH:12]=[CH:11][C:10]([NH2:13])=[C:9]([N+:14]([O-:16])=[O:15])[CH:8]=1.S(OC)(O[CH3:28])(=O)=O.S([O-])([O-])(=O)=O.C([N+](CCCC)(CCCC)CCCC)CCC.C([N+](CCCC)(CCCC)CCCC)CCC.